Dataset: Full USPTO retrosynthesis dataset with 1.9M reactions from patents (1976-2016). Task: Predict the reactants needed to synthesize the given product. (1) The reactants are: [CH3:1][N:2]1[C:6]([N:7]2[CH2:12][CH2:11][CH2:10][C@H:9]([NH:13]C(=O)OC(C)(C)C)[CH2:8]2)=[C:5]([NH2:21])[CH:4]=[N:3]1.C(OC([NH:29][C:30]1[S:34][C:33]([C:35]2[CH:40]=[CH:39][CH:38]=[CH:37][C:36]=2[F:41])=[N:32][C:31]=1[C:42](O)=[O:43])=O)(C)(C)C.CN(C(ON1N=NC2C=CC=NC1=2)=[N+](C)C)C.F[P-](F)(F)(F)(F)F. Given the product [NH2:29][C:30]1[S:34][C:33]([C:35]2[CH:40]=[CH:39][CH:38]=[CH:37][C:36]=2[F:41])=[N:32][C:31]=1[C:42]([NH:21][C:5]1[CH:4]=[N:3][N:2]([CH3:1])[C:6]=1[N:7]1[CH2:12][CH2:11][CH2:10][C@H:9]([NH2:13])[CH2:8]1)=[O:43], predict the reactants needed to synthesize it. (2) Given the product [Cl:1][C:2]1[CH:7]=[CH:6][C:5]([C:8]2[N:9]([C:15]3[CH:20]=[CH:19][C:18]([S:21]([CH3:24])(=[O:23])=[O:22])=[CH:17][CH:16]=3)[CH:10]=[C:11]([CH2:13][F:31])[N:12]=2)=[CH:4][CH:3]=1, predict the reactants needed to synthesize it. The reactants are: [Cl:1][C:2]1[CH:7]=[CH:6][C:5]([C:8]2[N:9]([C:15]3[CH:20]=[CH:19][C:18]([S:21]([CH3:24])(=[O:23])=[O:22])=[CH:17][CH:16]=3)[CH:10]=[C:11]([CH2:13]O)[N:12]=2)=[CH:4][CH:3]=1.C(N(S(F)(F)[F:31])CC)C.O. (3) Given the product [O:15]=[C:13]1[NH:12][C:11]2[CH:16]=[C:7]([B:19]([OH:20])[OH:18])[CH:8]=[CH:9][C:10]=2[O:14]1, predict the reactants needed to synthesize it. The reactants are: [Li]CCCC.Br[C:7]1[CH:8]=[CH:9][C:10]2[O:14][C:13](=[O:15])[NH:12][C:11]=2[CH:16]=1.C[O:18][B:19](OC)[O:20]C.Cl.